Predict the product of the given reaction. From a dataset of Forward reaction prediction with 1.9M reactions from USPTO patents (1976-2016). (1) Given the reactants [CH:1](OCC)(OCC)OCC.[CH3:11][C:12]1([CH3:20])[O:17][C:16](=[O:18])[CH2:15][C:14](=[O:19])[O:13]1.[Br:21][C:22]1[CH:23]=[C:24]([CH:26]=[CH:27][CH:28]=1)[NH2:25], predict the reaction product. The product is: [Br:21][C:22]1[CH:23]=[C:24]([N:25]=[CH:1][CH:15]2[C:16](=[O:18])[O:17][C:12]([CH3:20])([CH3:11])[O:13][C:14]2=[O:19])[CH:26]=[CH:27][CH:28]=1. (2) The product is: [CH:1]1([N:4]([S:31]([C:34]2[CH:39]=[CH:38][CH:37]=[CH:36][N:35]=2)(=[O:33])=[O:32])[C:5]2[CH:6]=[C:7]([O:26][CH2:27][CH2:28][O:29][CH3:30])[CH:8]=[C:9]3[C:13]=2[NH:12][CH:11]([C:21]([O:23][CH2:24][CH3:25])=[O:22])[CH2:10]3)[CH2:2][CH2:3]1. Given the reactants [CH:1]1([N:4]([S:31]([C:34]2[CH:39]=[CH:38][CH:37]=[CH:36][N:35]=2)(=[O:33])=[O:32])[C:5]2[CH:6]=[C:7]([O:26][CH2:27][CH2:28][O:29][CH3:30])[CH:8]=[C:9]3[C:13]=2[N:12](C(OC(C)(C)C)=O)[CH:11]([C:21]([O:23][CH2:24][CH3:25])=[O:22])[CH2:10]3)[CH2:3][CH2:2]1, predict the reaction product. (3) The product is: [CH:34]1([C:27]2[C:28]3[C:33](=[CH:32][CH:31]=[CH:30][CH:29]=3)[C:24]([N:9]3[C:8]([C:37]4[CH:42]=[CH:41][CH:40]=[CH:39][CH:38]=4)=[N:12][N:11]=[C:10]3[S:13][C:14]([CH3:23])([CH3:22])[C:15]([O:17][C:18]([CH3:21])([CH3:20])[CH3:19])=[O:16])=[CH:25][CH:26]=2)[CH2:36][CH2:35]1. Given the reactants C(=O)([O-])[O-].[Na+].[Na+].Br[C:8]1[N:9]([C:24]2[C:33]3[C:28](=[CH:29][CH:30]=[CH:31][CH:32]=3)[C:27]([CH:34]3[CH2:36][CH2:35]3)=[CH:26][CH:25]=2)[C:10]([S:13][C:14]([CH3:23])([CH3:22])[C:15]([O:17][C:18]([CH3:21])([CH3:20])[CH3:19])=[O:16])=[N:11][N:12]=1.[C:37]1(B(O)O)[CH:42]=[CH:41][CH:40]=[CH:39][CH:38]=1, predict the reaction product. (4) Given the reactants [CH3:1][N:2]1[C:6]2=[N:7][C:8]([C:11]3[CH:18]=[CH:17][CH:16]=[CH:15][C:12]=3[C:13]#[N:14])=[CH:9][CH:10]=[C:5]2[NH:4][C:3]1=[O:19].[CH3:20][C:21]1([CH2:24]O)[CH2:23][CH2:22]1.N(C(OC(C)C)=O)=NC(OC(C)C)=O.C1(P(C2C=CC=CC=2)C2C=CC=CC=2)C=CC=CC=1, predict the reaction product. The product is: [CH3:1][N:2]1[C:6]2=[N:7][C:8]([C:11]3[CH:18]=[CH:17][CH:16]=[CH:15][C:12]=3[C:13]#[N:14])=[CH:9][CH:10]=[C:5]2[N:4]([CH2:20][C:21]2([CH3:24])[CH2:23][CH2:22]2)[C:3]1=[O:19]. (5) Given the reactants [NH2:1][C:2]1[N:6]([C:7]2[CH:12]=[CH:11][C:10]([OH:13])=[CH:9][CH:8]=2)[N:5]=[C:4]([C:14]([CH3:17])([CH3:16])[CH3:15])[CH:3]=1.[C:18]([O:22][C:23]([N:25]1[CH2:30][CH2:29][CH:28]([CH2:31][CH2:32]O)[CH2:27][CH2:26]1)=[O:24])([CH3:21])([CH3:20])[CH3:19].C1CCN(C(N=NC(N2CCCCC2)=O)=O)CC1.C1(P(C2C=CC=CC=2)C2C=CC=CC=2)C=CC=CC=1, predict the reaction product. The product is: [C:18]([O:22][C:23]([N:25]1[CH2:30][CH2:29][CH:28]([CH2:31][CH2:32][O:13][C:10]2[CH:11]=[CH:12][C:7]([N:6]3[C:2]([NH2:1])=[CH:3][C:4]([C:14]([CH3:17])([CH3:16])[CH3:15])=[N:5]3)=[CH:8][CH:9]=2)[CH2:27][CH2:26]1)=[O:24])([CH3:21])([CH3:20])[CH3:19]. (6) Given the reactants Cl[C:2]1[N:3]=[N+:4]([O-:12])[C:5]2[CH:11]=[CH:10][CH:9]=[CH:8][C:6]=2[N:7]=1.[NH2:13][CH2:14][CH2:15][CH2:16][C:17]#[N:18], predict the reaction product. The product is: [O-:12][N+:4]1[C:5]2[CH:11]=[CH:10][CH:9]=[CH:8][C:6]=2[N:7]=[C:2]([NH:18][CH2:17][CH2:16][CH2:15][C:14]#[N:13])[N:3]=1.